The task is: Predict the reaction yield, written as a fraction of the theoretical maximum amount of product (1.0 means a 100% yield; for example, 0.34 means a 34% yield).. This data is from Reaction yield outcomes from USPTO patents with 853,638 reactions. (1) The reactants are Br[C:2]1[S:6][C:5]([S:7]([NH:10][C:11]2[CH:20]=[CH:19][C:14]([C:15]([O:17][CH3:18])=[O:16])=[C:13]([OH:21])[CH:12]=2)(=[O:9])=[O:8])=[CH:4][C:3]=1[Cl:22].[CH3:23][O:24][C:25]1[CH:30]=[CH:29][CH:28]=[CH:27][C:26]=1B(O)O. No catalyst specified. The product is [Cl:22][C:3]1[CH:4]=[C:5]([S:7]([NH:10][C:11]2[CH:20]=[CH:19][C:14]([C:15]([O:17][CH3:18])=[O:16])=[C:13]([OH:21])[CH:12]=2)(=[O:9])=[O:8])[S:6][C:2]=1[C:26]1[CH:27]=[CH:28][CH:29]=[CH:30][C:25]=1[O:24][CH3:23]. The yield is 0.420. (2) The reactants are [NH:1]1[CH2:7][CH2:6][CH2:5][CH2:4][C:3]2[CH:8]=[CH:9][CH:10]=[CH:11][C:2]1=2.[N+:12]([O-])([O-:14])=[O:13].[K+].N. The catalyst is OS(O)(=O)=O. The product is [N+:12]([C:10]1[CH:9]=[CH:8][C:3]2[CH2:4][CH2:5][CH2:6][CH2:7][NH:1][C:2]=2[CH:11]=1)([O-:14])=[O:13]. The yield is 0.510. (3) The catalyst is C1COCC1. The reactants are [CH:1]1([C:6]([CH:9]2[CH2:33][C:32]([CH3:35])([CH3:34])[C:12]3[CH:13]=[C:14]4[C:22](=[CH:23][C:11]=3[C:10]2([CH3:37])[CH3:36])[CH2:21][C:20]2[CH:19]=[C:18]3[C:24]([CH3:31])([CH3:30])[CH2:25][CH2:26][C:27]([CH3:29])([CH3:28])[C:17]3=[CH:16][C:15]4=2)([CH3:8])[CH3:7])[CH:5]=[CH:4][CH:3]=[CH:2]1.[Li]CCCC.Cl[Si:44]([CH3:47])([CH3:46])[CH3:45]. The product is [CH3:45][Si:44]([CH3:47])([CH3:46])[C:3]1[CH:4]=[CH:5][CH:1]([C:6]([CH:9]2[CH2:33][C:32]([CH3:35])([CH3:34])[C:12]3[CH:13]=[C:14]4[C:22](=[CH:23][C:11]=3[C:10]2([CH3:37])[CH3:36])[CH2:21][C:20]2[CH:19]=[C:18]3[C:24]([CH3:31])([CH3:30])[CH2:25][CH2:26][C:27]([CH3:29])([CH3:28])[C:17]3=[CH:16][C:15]4=2)([CH3:8])[CH3:7])[CH:2]=1. The yield is 0.930.